From a dataset of Peptide-MHC class II binding affinity with 134,281 pairs from IEDB. Regression. Given a peptide amino acid sequence and an MHC pseudo amino acid sequence, predict their binding affinity value. This is MHC class II binding data. (1) The peptide sequence is AYDLIGPDNPGEPLV. The MHC is DRB1_0101 with pseudo-sequence DRB1_0101. The binding affinity (normalized) is 0.663. (2) The peptide sequence is QFKRASPILRFLYAN. The MHC is DRB1_0802 with pseudo-sequence DRB1_0802. The binding affinity (normalized) is 0.279. (3) The peptide sequence is PGDSLAEVELRQHGS. The MHC is DRB1_1101 with pseudo-sequence DRB1_1101. The binding affinity (normalized) is 0.293.